From a dataset of Forward reaction prediction with 1.9M reactions from USPTO patents (1976-2016). Predict the product of the given reaction. (1) The product is: [Al+3:31].[CH2:33]([P:35]([O-:37])[O-:36])[CH3:34].[CH2:40]([P:42]([O-:44])[O-:43])[CH3:41].[CH2:47]([P:49]([O-:51])[O-:50])[CH3:48].[Al+3:31]. Given the reactants O.[PH2]([O-])=O.[Na+].S(=O)(=O)(O)O.C=C.C([O-])([O-])=O.C([O-])([O-])=O.OO.OO.OO.[Na+].[Na+].[Na+].[Na+].[Al:31].[Al+3].[CH2:33]([P:35](CC)(=[O:37])[O-:36])[CH3:34].[CH2:40]([P:42](CC)(=[O:44])[O-:43])[CH3:41].[CH2:47]([P:49](CC)(=[O:51])[O-:50])[CH3:48], predict the reaction product. (2) Given the reactants [F:1][C:2]([F:16])([F:15])[C:3]1[CH:4]=[C:5]2[C:9](=[CH:10][CH:11]=1)[NH:8][C:7]([C:12]([OH:14])=O)=[CH:6]2.[CH3:17][O:18][C:19]1[CH:25]=[C:24]([O:26][CH3:27])[CH:23]=[CH:22][C:20]=1[NH2:21].N1(O[P+](N(C)C)(N(C)C)N(C)C)C2C=CC=CC=2N=N1.C(N(CC)CC)C, predict the reaction product. The product is: [CH3:17][O:18][C:19]1[CH:25]=[C:24]([O:26][CH3:27])[CH:23]=[CH:22][C:20]=1[NH:21][C:12]([C:7]1[NH:8][C:9]2[C:5]([CH:6]=1)=[CH:4][C:3]([C:2]([F:1])([F:16])[F:15])=[CH:11][CH:10]=2)=[O:14]. (3) Given the reactants C(=O)C(C)C.[NH:6]1[CH2:11][CH2:10][CH:9]([O:12][C:13]2[CH:18]=[CH:17][C:16]([NH:19][C:20]([N:22]3[CH2:30][C:29]4[CH:28]=[CH:27][N:26]=[CH:25][C:24]=4[CH2:23]3)=[O:21])=[CH:15][CH:14]=2)[CH2:8][CH2:7]1.N1C[CH:35]=[C:34]([C:37]2C=CC(NC(N3CC4C(=CC=CC=4)C3)=O)=CC=2)[CH2:33][CH2:32]1, predict the reaction product. The product is: [CH3:35][CH:34]([CH3:37])[CH2:33][CH2:32][N:6]1[CH2:11][CH2:10][CH:9]([O:12][C:13]2[CH:18]=[CH:17][C:16]([NH:19][C:20]([N:22]3[CH2:30][C:29]4[CH:28]=[CH:27][N:26]=[CH:25][C:24]=4[CH2:23]3)=[O:21])=[CH:15][CH:14]=2)[CH2:8][CH2:7]1. (4) Given the reactants [C:1]([C:3]1[C@@H:8]([C:9]2[CH:14]=[CH:13][C:12]([C:15]#[N:16])=[CH:11][CH:10]=2)[N:7]2[N:17]=[C:18]([NH:20][C:21](=[O:31])[CH2:22][NH:23]C(=O)OC(C)(C)C)[N:19]=[C:6]2[N:5]([C:32]2[CH:37]=[CH:36][CH:35]=[C:34]([C:38]([F:41])([F:40])[F:39])[CH:33]=2)[C:4]=1[CH3:42])#[N:2].[F:43][C:44]([F:49])([F:48])[C:45]([OH:47])=[O:46], predict the reaction product. The product is: [F:43][C:44]([F:49])([F:48])[C:45]([OH:47])=[O:46].[C:1]([C:3]1[C@@H:8]([C:9]2[CH:14]=[CH:13][C:12]([C:15]#[N:16])=[CH:11][CH:10]=2)[N:7]2[N:17]=[C:18]([NH:20][C:21](=[O:31])[CH2:22][NH2:23])[N:19]=[C:6]2[N:5]([C:32]2[CH:37]=[CH:36][CH:35]=[C:34]([C:38]([F:40])([F:41])[F:39])[CH:33]=2)[C:4]=1[CH3:42])#[N:2].